This data is from NCI-60 drug combinations with 297,098 pairs across 59 cell lines. The task is: Regression. Given two drug SMILES strings and cell line genomic features, predict the synergy score measuring deviation from expected non-interaction effect. (1) Drug 1: CC(C1=C(C=CC(=C1Cl)F)Cl)OC2=C(N=CC(=C2)C3=CN(N=C3)C4CCNCC4)N. Drug 2: CCCCC(=O)OCC(=O)C1(CC(C2=C(C1)C(=C3C(=C2O)C(=O)C4=C(C3=O)C=CC=C4OC)O)OC5CC(C(C(O5)C)O)NC(=O)C(F)(F)F)O. Cell line: NCI-H322M. Synergy scores: CSS=-3.14, Synergy_ZIP=-0.641, Synergy_Bliss=-5.38, Synergy_Loewe=-7.13, Synergy_HSA=-7.03. (2) Drug 1: COC1=CC(=CC(=C1O)OC)C2C3C(COC3=O)C(C4=CC5=C(C=C24)OCO5)OC6C(C(C7C(O6)COC(O7)C8=CC=CS8)O)O. Drug 2: CS(=O)(=O)CCNCC1=CC=C(O1)C2=CC3=C(C=C2)N=CN=C3NC4=CC(=C(C=C4)OCC5=CC(=CC=C5)F)Cl. Cell line: PC-3. Synergy scores: CSS=18.2, Synergy_ZIP=-6.45, Synergy_Bliss=-4.23, Synergy_Loewe=-12.0, Synergy_HSA=-1.78. (3) Drug 1: CC1=C(C=C(C=C1)NC2=NC=CC(=N2)N(C)C3=CC4=NN(C(=C4C=C3)C)C)S(=O)(=O)N.Cl. Drug 2: CCN(CC)CCNC(=O)C1=C(NC(=C1C)C=C2C3=C(C=CC(=C3)F)NC2=O)C. Cell line: EKVX. Synergy scores: CSS=0.526, Synergy_ZIP=0.685, Synergy_Bliss=1.65, Synergy_Loewe=0.405, Synergy_HSA=0.533. (4) Drug 1: C1CCC(C1)C(CC#N)N2C=C(C=N2)C3=C4C=CNC4=NC=N3. Drug 2: CN(CCCl)CCCl.Cl. Cell line: BT-549. Synergy scores: CSS=11.2, Synergy_ZIP=0.264, Synergy_Bliss=2.37, Synergy_Loewe=-7.23, Synergy_HSA=-1.14.